Dataset: Catalyst prediction with 721,799 reactions and 888 catalyst types from USPTO. Task: Predict which catalyst facilitates the given reaction. (1) Reactant: C([O:4][C:5]1([C:8]2[CH:13]=[CH:12][CH:11]=[C:10]([CH2:14][N:15]3[C:19]([CH3:20])=[CH:18][C:17](/[C:21](/[F:36])=[CH:22]/[C:23]4[CH:28]=[CH:27][C:26]([C:29]5([C:32]([F:35])([F:34])[F:33])[CH2:31][CH2:30]5)=[CH:25][CH:24]=4)=[N:16]3)[CH:9]=2)[CH2:7][CH2:6]1)(=O)C.C([Mg]Br)C. Product: [F:36]/[C:21](/[C:17]1[CH:18]=[C:19]([CH3:20])[N:15]([CH2:14][C:10]2[CH:9]=[C:8]([C:5]3([OH:4])[CH2:7][CH2:6]3)[CH:13]=[CH:12][CH:11]=2)[N:16]=1)=[CH:22]\[C:23]1[CH:24]=[CH:25][C:26]([C:29]2([C:32]([F:33])([F:34])[F:35])[CH2:31][CH2:30]2)=[CH:27][CH:28]=1. The catalyst class is: 1. (2) Reactant: Br[C:2]1[CH:3]=[CH:4][C:5]([O:10][CH2:11][CH:12]2[CH2:17][CH2:16][N:15]([CH2:18][C:19]([CH2:23][CH3:24])([F:22])[CH2:20][CH3:21])[CH2:14][CH2:13]2)=[C:6]([CH:9]=1)[C:7]#[N:8].[F:25][C:26]1[CH:31]=[C:30]([C:32]([O:34][CH3:35])=[O:33])[CH:29]=[CH:28][C:27]=1B(O)O.C([O-])([O-])=O.[Cs+].[Cs+]. Product: [C:7]([C:6]1[CH:9]=[C:2]([C:27]2[CH:28]=[CH:29][C:30]([C:32]([O:34][CH3:35])=[O:33])=[CH:31][C:26]=2[F:25])[CH:3]=[CH:4][C:5]=1[O:10][CH2:11][CH:12]1[CH2:17][CH2:16][N:15]([CH2:18][C:19]([CH2:23][CH3:24])([F:22])[CH2:20][CH3:21])[CH2:14][CH2:13]1)#[N:8]. The catalyst class is: 12. (3) Reactant: [CH:1]1[C:10]2[C:5](=[CH:6][CH:7]=[CH:8][CH:9]=2)[CH:4]=[C:3]([C:11]([OH:13])=O)[N:2]=1.CN(C(ON1N=NC2C=CC=CC1=2)=[N+](C)C)C.F[P-](F)(F)(F)(F)F.CCN(C(C)C)C(C)C.[CH3:47][O:48][C:49]([C:51]1[C:59]2[N:58]=[C:57]([NH2:60])[NH:56][C:55]=2[C:54]([O:61][CH3:62])=[CH:53][CH:52]=1)=[O:50]. Product: [CH3:47][O:48][C:49]([C:51]1[C:59]2[NH:58][C:57]([NH:60][C:11]([C:3]3[N:2]=[CH:1][C:10]4[C:5]([CH:4]=3)=[CH:6][CH:7]=[CH:8][CH:9]=4)=[O:13])=[N:56][C:55]=2[C:54]([O:61][CH3:62])=[CH:53][CH:52]=1)=[O:50]. The catalyst class is: 163. (4) Reactant: [N:1]1([CH2:7][CH2:8][O:9][C:10]2[CH:15]=[CH:14][C:13]([C:16]3[CH:21]=[CH:20][N:19]=[C:18]([NH:22][CH2:23][C:24]4[CH:32]=[CH:31][C:27]([C:28]([OH:30])=O)=[CH:26][CH:25]=4)[N:17]=3)=[CH:12][CH:11]=2)[CH2:6][CH2:5][O:4][CH2:3][CH2:2]1.[C:33]1([NH2:40])[CH:38]=[CH:37][CH:36]=[CH:35][C:34]=1[NH2:39].CCN(CC)CC.C1C=CC2N(O)N=NC=2C=1.O.CCN=C=NCCCN(C)C.Cl.Cl. Product: [NH2:39][C:34]1[CH:35]=[CH:36][CH:37]=[CH:38][C:33]=1[NH:40][C:28](=[O:30])[C:27]1[CH:31]=[CH:32][C:24]([CH2:23][NH:22][C:18]2[N:17]=[C:16]([C:13]3[CH:14]=[CH:15][C:10]([O:9][CH2:8][CH2:7][N:1]4[CH2:2][CH2:3][O:4][CH2:5][CH2:6]4)=[CH:11][CH:12]=3)[CH:21]=[CH:20][N:19]=2)=[CH:25][CH:26]=1. The catalyst class is: 10. (5) Reactant: [CH2:1]([N:8]([CH2:30][C:31]1[CH:36]=[CH:35][CH:34]=[CH:33][CH:32]=1)[C:9]([CH:11]1[CH2:23][C:22]2[C:21]3[C:16](=[CH:17][CH:18]=[CH:19][CH:20]=3)[N:15]([CH2:24][C:25]([O:27]CC)=[O:26])[C:14]=2[CH2:13][CH2:12]1)=[O:10])[C:2]1[CH:7]=[CH:6][CH:5]=[CH:4][CH:3]=1.[OH-].[Na+]. Product: [CH2:30]([N:8]([CH2:1][C:2]1[CH:7]=[CH:6][CH:5]=[CH:4][CH:3]=1)[C:9]([CH:11]1[CH2:23][C:22]2[C:21]3[C:16](=[CH:17][CH:18]=[CH:19][CH:20]=3)[N:15]([CH2:24][C:25]([OH:27])=[O:26])[C:14]=2[CH2:13][CH2:12]1)=[O:10])[C:31]1[CH:36]=[CH:35][CH:34]=[CH:33][CH:32]=1. The catalyst class is: 1. (6) Reactant: Cl[C:2]1[CH:7]=[C:6]([O:8][CH:9]([CH3:11])[CH3:10])[N:5]=[C:4]([C:12]([O:14][CH3:15])=[O:13])[CH:3]=1.O1CCOCC1.C(=O)(O)[O-].[Na+].[CH2:27]([NH:29][C:30]([NH:32][C:33]1[CH:38]=[C:37]([C:39]2[S:40][CH:41]=[C:42]([C:44]([F:47])([F:46])[F:45])[N:43]=2)[C:36](B2OC(C)(C)C(C)(C)O2)=[CH:35][N:34]=1)=[O:31])[CH3:28]. Product: [CH2:27]([NH:29][C:30](=[O:31])[NH:32][C:33]1[N:34]=[CH:35][C:36]([C:2]2[CH:7]=[C:6]([O:8][CH:9]([CH3:11])[CH3:10])[N:5]=[C:4]([C:12]([O:14][CH3:15])=[O:13])[CH:3]=2)=[C:37]([C:39]2[S:40][CH:41]=[C:42]([C:44]([F:47])([F:46])[F:45])[N:43]=2)[CH:38]=1)[CH3:28]. The catalyst class is: 103. (7) Reactant: [Cl:1][C:2]1[C:3](O)=[C:4]([O:11][CH3:12])[CH:5]=[C:6]([CH:10]=1)C(O)=O.[CH2:14](Br)[C:15]1[CH:20]=[CH:19][CH:18]=[CH:17][CH:16]=1.[C:22](=[O:25])([O-])[O-:23].[K+].[K+].C(O[CH2:32][CH3:33])(=O)C.CN([CH:37]=[O:38])C. Product: [CH2:14]([O:23][C:22](=[O:25])[C:6]1[CH:5]=[C:4]([O:11][CH3:12])[C:3]([O:38][CH2:37][C:33]2[CH:32]=[CH:6][CH:10]=[CH:2][CH:3]=2)=[C:2]([Cl:1])[CH:10]=1)[C:15]1[CH:20]=[CH:19][CH:18]=[CH:17][CH:16]=1. The catalyst class is: 6. (8) Reactant: [H-].[Al+3].[Li+].[H-].[H-].[H-].C([O:9][C:10]([C:12]1([CH:18]2[CH2:23][CH2:22][CH2:21][CH2:20][CH2:19]2)[CH2:17][CH2:16][NH:15][CH2:14][CH2:13]1)=O)C. Product: [CH:18]1([C:12]2([CH2:10][OH:9])[CH2:13][CH2:14][NH:15][CH2:16][CH2:17]2)[CH2:19][CH2:20][CH2:21][CH2:22][CH2:23]1. The catalyst class is: 7. (9) Reactant: C[Si](C)(C)[N:3]1[CH2:7][CH2:6][CH2:5][C:4]1=[O:8].[Li+].CC([N-]C(C)C)C.[Cl:19][C:20]1[CH:25]=[C:24]([Cl:26])[CH:23]=[CH:22][C:21]=1[CH2:27]Cl.O. Product: [Cl:19][C:20]1[CH:25]=[C:24]([Cl:26])[CH:23]=[CH:22][C:21]=1[CH2:27][CH:5]1[CH2:6][CH2:7][NH:3][C:4]1=[O:8]. The catalyst class is: 1.